Dataset: Reaction yield outcomes from USPTO patents with 853,638 reactions. Task: Predict the reaction yield, written as a fraction of the theoretical maximum amount of product (1.0 means a 100% yield; for example, 0.34 means a 34% yield). (1) The reactants are [C:1]([C:5]1[CH:10]=[CH:9][C:8]([N+:11]([O-])=O)=[CH:7][C:6]=1[S:14]([NH2:17])(=[O:16])=[O:15])([CH3:4])([CH3:3])[CH3:2].O.O.Cl[Sn]Cl.C([O-])(O)=O.[Na+]. The catalyst is CCO.CCOC(C)=O.O. The product is [C:1]([C:5]1[CH:10]=[CH:9][C:8]([NH2:11])=[CH:7][C:6]=1[S:14]([NH2:17])(=[O:15])=[O:16])([CH3:4])([CH3:2])[CH3:3]. The yield is 1.00. (2) The catalyst is C(#N)C. The product is [OH:15][CH2:14][CH2:13][CH2:12][N:6]1[CH2:7][CH2:8][CH2:9][C@H:5]1[C:3](=[O:4])[N:2]([CH3:10])[CH3:1]. The reactants are [CH3:1][N:2]([CH3:10])[C:3]([C@@H:5]1[CH2:9][CH2:8][CH2:7][NH:6]1)=[O:4].Br[CH2:12][CH2:13][CH2:14][OH:15].C(=O)([O-])[O-].[K+].[K+]. The yield is 0.480. (3) The reactants are [CH2:1]([OH:14])[CH2:2][CH2:3][CH2:4][CH2:5][CH2:6][CH:7]([OH:13])[CH2:8][CH2:9][CH2:10][C:11]#[CH:12].CC1(C)N([O])C(C)(C)CCC1.C([O-])([O-])=O.[K+].[K+].C([O-])([O-])=O.[Na+].[Na+].ClNC(=O)CCC(N)=O. The catalyst is [Cl-].C([N+](CCCC)(CCCC)CCCC)CCC.C(Cl)Cl. The product is [OH:13][CH:7]([CH2:8][CH2:9][CH2:10][C:11]#[CH:12])[CH2:6][CH2:5][CH2:4][CH2:3][CH2:2][CH:1]=[O:14]. The yield is 0.760.